From a dataset of NCI-60 drug combinations with 297,098 pairs across 59 cell lines. Regression. Given two drug SMILES strings and cell line genomic features, predict the synergy score measuring deviation from expected non-interaction effect. Drug 1: CN(C)N=NC1=C(NC=N1)C(=O)N. Drug 2: C(CC(=O)O)C(=O)CN.Cl. Cell line: SNB-19. Synergy scores: CSS=-6.24, Synergy_ZIP=-1.82, Synergy_Bliss=-8.34, Synergy_Loewe=-13.1, Synergy_HSA=-10.4.